This data is from Catalyst prediction with 721,799 reactions and 888 catalyst types from USPTO. The task is: Predict which catalyst facilitates the given reaction. (1) Reactant: [N:1]1[C:6]([C:7](Cl)=[O:8])=[CH:5][CH:4]=[CH:3][C:2]=1[C:10](Cl)=[O:11].[CH2:13]([OH:16])[CH:14]=[CH2:15].CN1CC[O:21]CC1.[CH2:24]1[CH2:28]OC[CH2:25]1. Product: [N:1]1[C:6]([C:7]([O:16][CH2:13][CH:14]=[CH2:15])=[O:8])=[CH:5][CH:4]=[CH:3][C:2]=1[C:10]([O:11][CH2:28][CH:24]=[CH2:25])=[O:21]. The catalyst class is: 28. (2) Reactant: [N:1]([CH2:4][CH2:5][OH:6])=[N+:2]=[N-:3].C(N(CC)CC)C.[S:14](Cl)([C:17]1[CH:23]=[CH:22][C:20]([CH3:21])=[CH:19][CH:18]=1)(=[O:16])=[O:15]. Product: [N:1]([CH2:4][CH2:5][O:6][S:14]([C:17]1[CH:23]=[CH:22][C:20]([CH3:21])=[CH:19][CH:18]=1)(=[O:16])=[O:15])=[N+:2]=[N-:3]. The catalyst class is: 4. (3) Reactant: C(N(CC)CC)C.FC(F)(F)S([O:13][S:14]([C:17]([F:20])([F:19])[F:18])(=[O:16])=[O:15])(=O)=O.C(Cl)(Cl)Cl.[CH3:27][N:28]1[C:32]([CH2:33][CH2:34][C:35]2[CH:40]=[CH:39][C:38]([C:41]([F:44])([F:43])[F:42])=[CH:37][CH:36]=2)=[C:31]([C:45]2[O:46][CH2:47][C:48](=O)[N:49]=2)[CH:30]=[N:29]1. Product: [F:20][C:17]([F:18])([F:19])[S:14]([O:13][C:48]1[N:49]=[C:45]([C:31]2[CH:30]=[N:29][N:28]([CH3:27])[C:32]=2[CH2:33][CH2:34][C:35]2[CH:40]=[CH:39][C:38]([C:41]([F:44])([F:42])[F:43])=[CH:37][CH:36]=2)[O:46][CH:47]=1)(=[O:15])=[O:16]. The catalyst class is: 6. (4) Reactant: [NH2:1][C:2]1[C:7]([C:8]([O:10][CH2:11][CH3:12])=[O:9])=[C:6]([CH3:13])[N:5]=[C:4]2[S:14][C:15]([NH:25][C:26]([O:28][C:29]([CH3:32])([CH3:31])[CH3:30])=[O:27])=[C:16]([C:17]3[CH:22]=[CH:21][CH:20]=[C:19]([O:23][CH3:24])[CH:18]=3)[C:3]=12.CC(C)([O-])C.[Na+].[Cl:39][C:40]1[CH:41]=[C:42]([S:46](Cl)(=[O:48])=[O:47])[CH:43]=[CH:44][CH:45]=1.[NH4+].[Cl-]. Product: [Cl:39][C:40]1[CH:41]=[C:42]([S:46]([NH:1][C:2]2[C:7]([C:8]([O:10][CH2:11][CH3:12])=[O:9])=[C:6]([CH3:13])[N:5]=[C:4]3[S:14][C:15]([NH:25][C:26]([O:28][C:29]([CH3:31])([CH3:30])[CH3:32])=[O:27])=[C:16]([C:17]4[CH:22]=[CH:21][CH:20]=[C:19]([O:23][CH3:24])[CH:18]=4)[C:3]=23)(=[O:48])=[O:47])[CH:43]=[CH:44][CH:45]=1. The catalyst class is: 1. (5) Reactant: Br[C:2]1[C:3]([C:13]2[CH:18]=[CH:17][C:16]([F:19])=[CH:15][CH:14]=2)=[N:4][N:5]2[C:10]([O:11][CH3:12])=[CH:9][CH:8]=[CH:7][C:6]=12.[F:20][C:21]1[CH:26]=[C:25](B(O)O)[CH:24]=[CH:23][N:22]=1.C(=O)([O-])[O-].[Na+].[Na+]. Product: [F:19][C:16]1[CH:17]=[CH:18][C:13]([C:3]2[C:2]([C:25]3[CH:24]=[CH:23][N:22]=[C:21]([F:20])[CH:26]=3)=[C:6]3[CH:7]=[CH:8][CH:9]=[C:10]([O:11][CH3:12])[N:5]3[N:4]=2)=[CH:14][CH:15]=1. The catalyst class is: 558. (6) Reactant: [Cl:1][C:2]1[CH:9]=[C:8](F)[CH:7]=[CH:6][C:3]=1[CH:4]=[O:5].[Na+].[CH3:12][S:13]([O-:15])=[O:14]. Product: [Cl:1][C:2]1[CH:9]=[C:8]([S:13]([CH3:12])(=[O:15])=[O:14])[CH:7]=[CH:6][C:3]=1[CH:4]=[O:5]. The catalyst class is: 16. (7) Reactant: [NH:1]([C:21]([O:23][C:24]([CH3:27])([CH3:26])[CH3:25])=[O:22])[C@H:2]([C:18](O)=[O:19])[CH2:3][C:4]1[CH:9]=[CH:8][C:7]([O:10][CH2:11][C:12]2[CH:17]=[CH:16][CH:15]=[CH:14][CH:13]=2)=[CH:6][CH:5]=1.[NH2:28][C@H:29]([C:34]([O:36][CH3:37])=[O:35])[CH2:30][CH:31]([CH3:33])[CH3:32].Cl.F[P-](F)(F)(F)(F)F.N1(O[P+](N(C)C)(N(C)C)N(C)C)C2C=CC=CC=2N=N1.C(N(C(C)C)CC)(C)C. Product: [NH:1]([C:21]([O:23][C:24]([CH3:26])([CH3:27])[CH3:25])=[O:22])[C@H:2]([C:18]([NH:28][C@H:29]([C:34]([O:36][CH3:37])=[O:35])[CH2:30][CH:31]([CH3:33])[CH3:32])=[O:19])[CH2:3][C:4]1[CH:5]=[CH:6][C:7]([O:10][CH2:11][C:12]2[CH:17]=[CH:16][CH:15]=[CH:14][CH:13]=2)=[CH:8][CH:9]=1. The catalyst class is: 9. (8) Reactant: C([O:8][N:9]1[C:15](=[O:16])[N:14]2[CH2:17][C@@H:10]1[CH2:11][CH2:12][C@@H:13]2[C:18]([NH:20][NH:21][C:22](=[O:27])[CH2:23][N:24]([CH3:26])[CH3:25])=[O:19])C1C=CC=CC=1.[H][H]. Product: [CH3:26][N:24]([CH2:23][C:22]([NH:21][NH:20][C:18]([C@H:13]1[CH2:12][CH2:11][C@H:10]2[CH2:17][N:14]1[C:15](=[O:16])[N:9]2[OH:8])=[O:19])=[O:27])[CH3:25]. The catalyst class is: 19. (9) Reactant: [OH-].[Na+].[C:3]([OH:13])(=[O:12])[CH:4]([C:6]1[CH:11]=[CH:10][CH:9]=[CH:8][CH:7]=1)[OH:5].[Cl-].[Zn+2:15].[Cl-]. Product: [C:3]([O-:13])(=[O:12])[CH:4]([C:6]1[CH:11]=[CH:10][CH:9]=[CH:8][CH:7]=1)[OH:5].[Zn+2:15].[C:3]([O-:13])(=[O:12])[CH:4]([C:6]1[CH:11]=[CH:10][CH:9]=[CH:8][CH:7]=1)[OH:5]. The catalyst class is: 6. (10) Reactant: [OH:1][C@H:2]1[C:10]2[C:5](=[C:6]([C:11]3[N:15]=[C:14]([C:16]4[CH:17]=[CH:18][C:19]([O:24][CH:25]([CH3:27])[CH3:26])=[C:20]([CH:23]=4)[C:21]#[N:22])[O:13][N:12]=3)[CH:7]=[CH:8][CH:9]=2)[CH2:4][CH2:3]1.N1C=CC=CC=1.[C:34](Cl)(=[O:36])[CH3:35]. Product: [C:34]([O:1][C@H:2]1[C:10]2[C:5](=[C:6]([C:11]3[N:15]=[C:14]([C:16]4[CH:17]=[CH:18][C:19]([O:24][CH:25]([CH3:27])[CH3:26])=[C:20]([C:21]#[N:22])[CH:23]=4)[O:13][N:12]=3)[CH:7]=[CH:8][CH:9]=2)[CH2:4][CH2:3]1)(=[O:36])[CH3:35]. The catalyst class is: 2.